This data is from Full USPTO retrosynthesis dataset with 1.9M reactions from patents (1976-2016). The task is: Predict the reactants needed to synthesize the given product. (1) Given the product [F:1][C:2]1[CH:3]=[C:4]([CH:8]=[CH:9][C:10]=1[O:11][CH3:12])[C:5]([NH:55][CH:52]1[CH2:53][CH2:54][N:49]([CH2:48][C:44]2[CH:43]=[CH:42][C:41]3[C:46](=[CH:47][C:38]([CH2:37][O:36][CH3:35])=[CH:39][CH:40]=3)[CH:45]=2)[CH2:50][CH2:51]1)=[O:7], predict the reactants needed to synthesize it. The reactants are: [F:1][C:2]1[CH:3]=[C:4]([CH:8]=[CH:9][C:10]=1[O:11][CH3:12])[C:5]([OH:7])=O.C1C=CC2N(O)N=NC=2C=1.CCN=C=NCCCN(C)C.Cl.[CH3:35][O:36][CH2:37][C:38]1[CH:47]=[C:46]2[C:41]([CH:42]=[CH:43][C:44]([CH2:48][N:49]3[CH2:54][CH2:53][CH:52]([NH2:55])[CH2:51][CH2:50]3)=[CH:45]2)=[CH:40][CH:39]=1. (2) Given the product [N:1]1([CH2:12][CH2:11][CH:10]=[O:13])[C:5]2=[N:6][CH:7]=[CH:8][CH:9]=[C:4]2[CH:3]=[CH:2]1, predict the reactants needed to synthesize it. The reactants are: [NH:1]1[C:5]2=[N:6][CH:7]=[CH:8][CH:9]=[C:4]2[CH:3]=[CH:2]1.[CH:10](=[O:13])[CH:11]=[CH2:12]. (3) Given the product [C:32]([O:31][C:29]([N:25]1[C:26]2[C:22](=[CH:21][C:20]([C:10]3([CH2:13][C:14]4[CH:19]=[CH:18][CH:17]=[CH:16][CH:15]=4)[CH2:11][CH2:12][N:8]([CH2:1][C:2]4[CH:7]=[CH:6][CH:5]=[CH:4][CH:3]=4)[CH2:9]3)=[CH:28][CH:27]=2)[CH:23]=[CH:24]1)=[O:30])([CH3:35])([CH3:34])[CH3:33], predict the reactants needed to synthesize it. The reactants are: [CH2:1]([N:8]1[CH2:12][CH2:11][C:10]([C:20]2[CH:21]=[C:22]3[C:26](=[CH:27][CH:28]=2)[NH:25][CH:24]=[CH:23]3)([CH2:13][C:14]2[CH:19]=[CH:18][CH:17]=[CH:16][CH:15]=2)[CH2:9]1)[C:2]1[CH:7]=[CH:6][CH:5]=[CH:4][CH:3]=1.[C:29](O[C:29]([O:31][C:32]([CH3:35])([CH3:34])[CH3:33])=[O:30])([O:31][C:32]([CH3:35])([CH3:34])[CH3:33])=[O:30].C(N(CC)CC)C.